From a dataset of Forward reaction prediction with 1.9M reactions from USPTO patents (1976-2016). Predict the product of the given reaction. Given the reactants [CH2:1]([C:3]1[CH:8]=[C:7]([C:9]2[O:13][N:12]=[C:11]([C:14]3[CH:19]=[C:18]([CH3:20])[C:17]([O:21][CH2:22][C@@H:23]4[CH2:25][O:24]4)=[C:16]([CH2:26][CH3:27])[CH:15]=3)[N:10]=2)[CH:6]=[C:5]([CH3:28])[N:4]=1)[CH3:2].[NH3:29], predict the reaction product. The product is: [NH2:29][CH2:25][C@@H:23]([OH:24])[CH2:22][O:21][C:17]1[C:18]([CH3:20])=[CH:19][C:14]([C:11]2[N:10]=[C:9]([C:7]3[CH:6]=[C:5]([CH3:28])[N:4]=[C:3]([CH2:1][CH3:2])[CH:8]=3)[O:13][N:12]=2)=[CH:15][C:16]=1[CH2:26][CH3:27].